From a dataset of NCI-60 drug combinations with 297,098 pairs across 59 cell lines. Regression. Given two drug SMILES strings and cell line genomic features, predict the synergy score measuring deviation from expected non-interaction effect. (1) Drug 1: CC12CCC3C(C1CCC2=O)CC(=C)C4=CC(=O)C=CC34C. Drug 2: CC1C(C(CC(O1)OC2CC(CC3=C2C(=C4C(=C3O)C(=O)C5=C(C4=O)C(=CC=C5)OC)O)(C(=O)C)O)N)O.Cl. Cell line: SF-268. Synergy scores: CSS=47.4, Synergy_ZIP=5.40, Synergy_Bliss=9.12, Synergy_Loewe=5.08, Synergy_HSA=8.81. (2) Drug 1: CN1C2=C(C=C(C=C2)N(CCCl)CCCl)N=C1CCCC(=O)O.Cl. Drug 2: CC1=C(C=C(C=C1)C(=O)NC2=CC(=CC(=C2)C(F)(F)F)N3C=C(N=C3)C)NC4=NC=CC(=N4)C5=CN=CC=C5. Cell line: MOLT-4. Synergy scores: CSS=31.7, Synergy_ZIP=0.282, Synergy_Bliss=-1.70, Synergy_Loewe=-7.37, Synergy_HSA=-3.37. (3) Drug 1: C1=C(C(=O)NC(=O)N1)N(CCCl)CCCl. Drug 2: CCN(CC)CCCC(C)NC1=C2C=C(C=CC2=NC3=C1C=CC(=C3)Cl)OC. Cell line: 786-0. Synergy scores: CSS=48.5, Synergy_ZIP=-6.16, Synergy_Bliss=-11.6, Synergy_Loewe=-15.2, Synergy_HSA=-8.94. (4) Drug 1: CN(C)N=NC1=C(NC=N1)C(=O)N. Drug 2: C1=NC2=C(N1)C(=S)N=CN2. Cell line: KM12. Synergy scores: CSS=26.9, Synergy_ZIP=-3.84, Synergy_Bliss=-3.10, Synergy_Loewe=-9.27, Synergy_HSA=1.69.